From a dataset of Full USPTO retrosynthesis dataset with 1.9M reactions from patents (1976-2016). Predict the reactants needed to synthesize the given product. (1) The reactants are: [CH3:1][O:2][C:3]1[CH:8]=[CH:7][C:6]([NH:9][C:10]([C@:12]2([CH3:15])[CH2:14][O:13]2)=[O:11])=[CH:5][CH:4]=1.C[C:17]1[CH:22]=[CH:21][C:20]([OH:23])=[CH:19][CH:18]=1.[C:24]([O-:27])([O-])=O.[K+].[K+]. Given the product [OH:13][C@@:12]([CH3:15])([CH2:14][O:23][C:20]1[CH:19]=[CH:18][C:17]([O:27][CH3:24])=[CH:22][CH:21]=1)[C:10]([NH:9][C:6]1[CH:7]=[CH:8][C:3]([O:2][CH3:1])=[CH:4][CH:5]=1)=[O:11], predict the reactants needed to synthesize it. (2) Given the product [CH2:1]([N:4]1[CH:8]=[C:7]([C:9](=[O:14])[C:10]([F:13])([F:11])[F:12])[CH:6]=[C:5]1[C:15]#[N:16])[CH:2]=[CH2:3], predict the reactants needed to synthesize it. The reactants are: [CH2:1]([N:4]1[CH:8]=[C:7]([CH:9]([OH:14])[C:10]([F:13])([F:12])[F:11])[CH:6]=[C:5]1[C:15]#[N:16])[CH:2]=[CH2:3].CC(OI1(OC(C)=O)(OC(C)=O)OC(=O)C2C=CC=CC1=2)=O.C([O-])(O)=O.[Na+].